This data is from Forward reaction prediction with 1.9M reactions from USPTO patents (1976-2016). The task is: Predict the product of the given reaction. (1) The product is: [Cl:1][C:2]1[C:10]2[N:9]=[C:8]3[N:11]([C:15]4[CH:20]=[CH:19][C:18]([Cl:21])=[CH:17][C:16]=4[Cl:22])[CH2:12][CH2:13][CH2:14][N:7]3[C:6]=2[C:5]([CH:23]([NH:26][C:35](=[O:36])[O:37][CH3:38])[CH2:24][CH3:25])=[CH:4][CH:3]=1. Given the reactants [Cl:1][C:2]1[C:10]2[N:9]=[C:8]3[N:11]([C:15]4[CH:20]=[CH:19][C:18]([Cl:21])=[CH:17][C:16]=4[Cl:22])[CH2:12][CH2:13][CH2:14][N:7]3[C:6]=2[C:5]([CH:23]([NH2:26])[CH2:24][CH3:25])=[CH:4][CH:3]=1.C(N(CC)CC)C.Cl[C:35]([O:37][CH3:38])=[O:36].O, predict the reaction product. (2) Given the reactants [C:1](O[BH-](OC(=O)C)OC(=O)C)(=O)C.[Na+].C=O.[O:17]=[C:18]1[C:27]2([CH2:32][CH2:31][NH:30][CH2:29][CH2:28]2)[CH2:26][C:25]2[C:20](=[N:21][CH:22]=[C:23](/[CH:33]=[CH:34]/[C:35]([O:37][CH2:38][CH3:39])=[O:36])[CH:24]=2)[NH:19]1.C(OCC)(=O)C, predict the reaction product. The product is: [CH3:1][N:30]1[CH2:29][CH2:28][C:27]2([CH2:26][C:25]3[C:20](=[N:21][CH:22]=[C:23](/[CH:33]=[CH:34]/[C:35]([O:37][CH2:38][CH3:39])=[O:36])[CH:24]=3)[NH:19][C:18]2=[O:17])[CH2:32][CH2:31]1. (3) Given the reactants I[C:2]1[N:6]([CH:7]2[C:16]3[C:11](=[CH:12][CH:13]=[CH:14][CH:15]=3)[C:10](=[O:17])[O:9][C:8]2([CH3:19])[CH3:18])[CH:5]=[N:4][CH:3]=1.[CH2:20](C([Sn])=C(CCCC)CCCC)[CH2:21]CC.C(Cl)(Cl)Cl.C1(P(C2C=CC=CC=2)C2C=CC=CC=2)C=CC=CC=1, predict the reaction product. The product is: [CH:20]([C:2]1[N:6]([CH:7]2[C:16]3[C:11](=[CH:12][CH:13]=[CH:14][CH:15]=3)[C:10](=[O:17])[O:9][C:8]2([CH3:19])[CH3:18])[CH:5]=[N:4][CH:3]=1)=[CH2:21]. (4) Given the reactants Br[C:2]1[N:3]=[C:4]([C:11]([C:13]2[CH:18]=[CH:17][CH:16]=[CH:15][C:14]=2[C:19]([F:22])([F:21])[F:20])=[O:12])[N:5]2[CH:10]=[CH:9][CH:8]=[CH:7][C:6]=12.[CH3:23][O:24][C:25]([C:27]1[CH:32]=[CH:31][C:30](B(O)O)=[CH:29][CH:28]=1)=[O:26].[O-]P([O-])([O-])=O.[K+].[K+].[K+], predict the reaction product. The product is: [F:20][C:19]([F:22])([F:21])[C:14]1[CH:15]=[CH:16][CH:17]=[CH:18][C:13]=1[C:11]([C:4]1[N:5]2[CH:10]=[CH:9][CH:8]=[CH:7][C:6]2=[C:2]([C:30]2[CH:31]=[CH:32][C:27]([C:25]([O:24][CH3:23])=[O:26])=[CH:28][CH:29]=2)[N:3]=1)=[O:12]. (5) Given the reactants [CH3:1][C:2]1[CH:8]=[CH:7][C:5]([NH2:6])=[CH:4][C:3]=1[N:9]1[C:16]2[N:12]([N:13]=[C:14]([C:17]3[CH:18]=[N:19][CH:20]=[CH:21][CH:22]=3)[CH:15]=2)[CH:11]=[CH:10]1.[F:23][C:24]1[CH:25]=[C:26]([CH:30]=[C:31]([S:33]([F:38])([F:37])([F:36])([F:35])[F:34])[CH:32]=1)[C:27](O)=[O:28], predict the reaction product. The product is: [F:23][C:24]1[CH:25]=[C:26]([CH:30]=[C:31]([S:33]([F:38])([F:34])([F:35])([F:36])[F:37])[CH:32]=1)[C:27]([NH:6][C:5]1[CH:7]=[CH:8][C:2]([CH3:1])=[C:3]([N:9]2[C:16]3[N:12]([N:13]=[C:14]([C:17]4[CH:18]=[N:19][CH:20]=[CH:21][CH:22]=4)[CH:15]=3)[CH:11]=[CH:10]2)[CH:4]=1)=[O:28]. (6) Given the reactants [CH3:1][C:2]1[C:3]([CH2:8][O:9][C:10]2[CH:11]=[C:12]([CH:17]=[C:18]([O:20][C:21]3[CH:26]=[CH:25][C:24]([S:27]([CH3:30])(=[O:29])=[O:28])=[CH:23][CH:22]=3)[CH:19]=2)[C:13]([O:15][CH3:16])=[O:14])=N[CH:5]=[CH:6][CH:7]=1.[CH3:31]C1C=CC=CC=1CBr, predict the reaction product. The product is: [CH3:1][C:2]1[CH:7]=[CH:6][CH:5]=[CH:31][C:3]=1[CH2:8][O:9][C:10]1[CH:11]=[C:12]([CH:17]=[C:18]([O:20][C:21]2[CH:26]=[CH:25][C:24]([S:27]([CH3:30])(=[O:29])=[O:28])=[CH:23][CH:22]=2)[CH:19]=1)[C:13]([O:15][CH3:16])=[O:14]. (7) The product is: [C:25]([C:2]1[N:3]=[C:4]([O:12][C@H:13]2[CH2:17][CH2:16][N:15]([C:18]([O:20][C:21]([CH3:24])([CH3:23])[CH3:22])=[O:19])[CH2:14]2)[C:5]2[C:10]([CH:11]=1)=[CH:9][CH:8]=[CH:7][CH:6]=2)#[N:26]. Given the reactants Cl[C:2]1[N:3]=[C:4]([O:12][C@H:13]2[CH2:17][CH2:16][N:15]([C:18]([O:20][C:21]([CH3:24])([CH3:23])[CH3:22])=[O:19])[CH2:14]2)[C:5]2[C:10]([CH:11]=1)=[CH:9][CH:8]=[CH:7][CH:6]=2.[CH3:25][N:26](C=O)C, predict the reaction product.